From a dataset of Retrosynthesis with 50K atom-mapped reactions and 10 reaction types from USPTO. Predict the reactants needed to synthesize the given product. (1) Given the product COc1cc(N)c2nccc(C)c2c1OCCCCCCCc1ccccc1, predict the reactants needed to synthesize it. The reactants are: COc1cc([N+](=O)[O-])c2nccc(C)c2c1OCCCCCCCc1ccccc1. (2) Given the product CC1CNc2c(cnc3ccccc23)O1, predict the reactants needed to synthesize it. The reactants are: CC(O)CNc1c(Br)cnc2ccccc12. (3) Given the product COCC(c1cccc(Nc2sc(-c3ccc(C(C)(C)O)cc3F)cc2C(N)=O)n1)N1CCOCC1, predict the reactants needed to synthesize it. The reactants are: CC(C)(O)c1ccc(-c2cc(C(N)=O)c(N)s2)c(F)c1.COCC(c1cccc(Br)n1)N1CCOCC1. (4) Given the product CC(C)(C)OC(=O)NC(CF)c1ccc(C=O)cc1, predict the reactants needed to synthesize it. The reactants are: CC(C)(C)OC(=O)NC(CF)c1ccc(CO)cc1. (5) Given the product O=C(N[C@@H](CO)C(=O)O)c1cccc2c1NC1CCCC21, predict the reactants needed to synthesize it. The reactants are: COC(=O)[C@H](CO)NC(=O)c1cccc2c1NC1CCCC21. (6) Given the product CCC(C)N1CCC(O)(c2cccc(C(F)(F)F)c2F)CC1, predict the reactants needed to synthesize it. The reactants are: CCC(C)I.OC1(c2cccc(C(F)(F)F)c2F)CCNCC1.